This data is from Experimentally validated miRNA-target interactions with 360,000+ pairs, plus equal number of negative samples. The task is: Binary Classification. Given a miRNA mature sequence and a target amino acid sequence, predict their likelihood of interaction. (1) The miRNA is hsa-miR-502-5p with sequence AUCCUUGCUAUCUGGGUGCUA. The protein sequence of the target gene is MALPPAAAPPGANEPLDKALSALPPEPGGVPLHSPWTFWLDRSLPGATAAECASNLKKIYTVQTVQIFWSVYNNIPPVTSLPLRCSYHLMRGERRPLWEEESNAKGGVWKMKVPKDSTSTVWKELLLATIGEQFTDCAAADDEIIGVSVSVRDREDVVQVWNVNASLVGEATVLEKIHQLLPHIAFKAVFYKPHEEHHAFEGGRGKH. Result: 0 (no interaction). (2) The miRNA is hsa-miR-1207-5p with sequence UGGCAGGGAGGCUGGGAGGGG. The protein sequence of the target gene is MSVDPMTYEAQFFGFTPQTCMLRIYIAFQDYLFEVMQAVEQVILKKLDGIPDCDISPVQIRKCTEKFLCFMKGHFDNLFSKMEQLFLQLILRIPSNILLPEDKCKETPYSEEDFQHLQKEIEQLQEKYKTELCTKQALLAELEEQKIVQAKLKQTLTFFDELHNVGRDHGTSDFRESLVSLVQNSRKLQNIRDNVEKESKRLKIS. Result: 0 (no interaction). (3) The miRNA is hsa-miR-4323 with sequence CAGCCCCACAGCCUCAGA. The protein sequence of the target gene is MQGGNSGVRKREEEGDGAGAVAAPPAIDFPAEGPDPEYDESDVPAEIQVLKEPLQQPTFPFAVANQLLLVSLLEHLSHVHEPNPLRSRQVFKLLCQTFIKMGLLSSFTCSDEFSSLRLHHNRAITHLMRSAKERVRQDPCEDISRIQKIRSREVALEAQTSRYLNEFEELAILGKGGYGRVYKVRNKLDGQYYAIKKILIKGATKTVCMKVLREVKVLAGLQHPNIVGYHTAWIEHVHVIQPRADRAAIELPSLEVLSDQEEDREQCGVKNDESSSSSIIFAEPTPEKEKRFGESDTENQ.... Result: 0 (no interaction). (4) The miRNA is hsa-miR-646 with sequence AAGCAGCUGCCUCUGAGGC. The protein sequence of the target gene is MIRGFEAPMAENPPPPPPPVIFCHDSPKRVLVSVIRTTPIKPTCGGGGEPEPPPPLIPTSPGFSDFMVYPWRWGENAHNVTLSPGAAGAAASAALPAAAAAEHSGLRGRGAPPPAASASAAASGGEDEEEASSPDSGHLKDGIRRGRPRADTVRDLINEGEHSSSRIRCNICNRVFPREKSLQAHKRTHTGERPYLCDYPDCGKAFVQSGQLKTHQRLHTGEKPFVCSENGCLSRFTHANRHCPKHPYARLKREEPTDTLSKHQAADNKAAAEWLARYWEMREQRTPTLKGKLVQKADQE.... Result: 1 (interaction). (5) The miRNA is ath-miR837-3p with sequence AAACGAACAAAAAACUGAUGG. The protein sequence of the target gene is MAAATADPGAGNPQAGDSSGGDSGGGLPSPGEQELSRRLQRLYPAVNQHETPLPRSWSPKDKYNYIGLSQGNLRVHYKGHGKNHKDAASVRATHPIPAACGIYYFEVKIVSKGRDGYMGIGLSAQGVNMNRLPGWDKHSYGYHGDDGHSFCSSGTGQPYGPTFTTGDVIGCCVNLINGTCFYTKNGHSLGIAFTDLPANLYPTVGLQTPGEIVDANFGQQPFLFDIEDYMREWRAKVQGTVHGFPISARLGEWQAVLQNMVSSYLVHHGYCSTATAFARMTETPIQEEQASIKNRQKIQK.... Result: 0 (no interaction). (6) The miRNA is hsa-miR-377-3p with sequence AUCACACAAAGGCAACUUUUGU. The protein sequence of the target gene is MVWCLGLAVLSLVISQGADGRGKPEVVSVVGRAGESVVLGCDLLPPAGRPPLHVIEWLRFGFLLPIFIQFGLYSPRIDPDYVGRVRLQKGASLQIEGLRVEDQGWYECRVFFLDQHIPEDDFANGSWVHLTVNSPPQFQETPPAVLEVQELEPVTLRCVARGSPLPHVTWKLRGKDLGQGQGQVQVQNGTLRIRRVERGSSGVYTCQASSTEGSATHATQLLVLGPPVIVVPPKNSTVNASQDVSLACHAEAYPANLTYSWFQDNINVFHISRLQPRVRILVDGSLRLLATQPDDAGCYT.... Result: 1 (interaction). (7) The miRNA is hsa-miR-486-5p with sequence UCCUGUACUGAGCUGCCCCGAG. The protein sequence of the target gene is MDMFPLTWVFLALYFSRHQVRGQPDPPCGGRLNSKDAGYITSPGYPQDYPSHQNCEWIVYAPEPNQKIVLNFNPHFEIEKHDCKYDFIEIRDGDSESADLLGKHCGNIAPPTIISSGSMLYIKFTSDYARQGAGFSLRYEIFKTGSEDCSKNFTSPNGTIESPGFPEKYPHNLDCTFTILAKPKMEIILQFLIFDLEHDPLQVGEGDCKYDWLDIWDGIPHVGPLIGKYCGTKTPSELRSSTGILSLTFHTDMAVAKDGFSARYYLVHQEPLENFQCNVPLGMESGRIANEQISASSTYS.... Result: 1 (interaction). (8) The miRNA is hsa-miR-4798-3p with sequence AACUCACGAAGUAUACCGAAGU. The protein sequence of the target gene is MKEEAFLRRRFSLCPPASTPQKTDPRKVPRNLLLGCENELGPITPGRDMESNGPSQPRDEEPQTPGSATKVPLAEYRLCNGSDKECTSPTTRVSKKDALKAQKENYRQEKKRATKQLFSALTDPSVVIMADSLKIRGTLKSWTKLWCVLKPGVLLIYKTPKVGQWVGTVLLHCCELIERPSKKDGFCFKLFHPLDQSVWAVKGPKGESVGSITQPLPSSYLIFRAASESDGRCWLDALELALRCSSLLRLSTCKQGRDGEQGSSPDASPSSLYGLPTSATIPDQDLFPLNGSALENDAFS.... Result: 0 (no interaction). (9) The miRNA is hsa-miR-1282 with sequence UCGUUUGCCUUUUUCUGCUU. The protein sequence of the target gene is MESMFEDDISILTQEALGPSEVWLDSPGDPSLGGDMCSASHFALITAYGDIKERLGGLERENATLRRRLKVYEIKYPLISDFGEEHGFSLYEIKDGSLLEVEKVSLQQRLNQFQHELQKNKEQEEQLGEMIQAYEKLCVEKSDLETELREMRALVETHLRQICGLEQQLRQQQGLQDAAFSNLSPPPAPAPPCTDLDLHYLALRGGSGLSHAGWPGSTPSVSDLERRRLEEALEAAQGEARGAQLREEQLQAECERLQGELKQLQETRAQDLASNQSERDMAWVKRVGDDQVNLALAYTE.... Result: 0 (no interaction). (10) The miRNA is hsa-miR-548k with sequence AAAAGUACUUGCGGAUUUUGCU. The protein sequence of the target gene is MAGSGCAWGAEPPRFLEAFGRLWQVQSRLGSGSSASVYRVRCCGNPGSPPGALKQFLPPGTTGAAASAAEYGFRKERAALEQLQGHRNIVTLYGVFTIHFSPNVPSRCLLLELLDVSVSELLLYSSHQGCSMWMIQHCARDVLEALAFLHHEGYVHADLKPRNILWSAENECFKLIDFGLSFKEGNQDVKYIQTDGYRAPEAELQNCLAQAGLQSDTECTSAVDLWSLGIILLEMFSGMKLKHTVRSQEWKANSSAIIDHIFASKAVVNAAIPAYHLRDLIKSMLHDDPSRRIPAEMALC.... Result: 1 (interaction).